Dataset: Full USPTO retrosynthesis dataset with 1.9M reactions from patents (1976-2016). Task: Predict the reactants needed to synthesize the given product. (1) Given the product [Cl:1][C:2]1[CH:7]=[C:6]([Cl:8])[CH:5]=[CH:4][C:3]=1[C:9]1[C:10]([C:30]#[N:31])=[C:11]([O:25][CH2:26][CH:27]([CH3:29])[CH3:28])[C:12]2[N:13]([C:15]([C:18]3[CH:19]=[N:20][C:21]([N:32]4[CH2:37][CH2:36][O:35][CH2:34][CH2:33]4)=[CH:22][CH:23]=3)=[CH:16][N:17]=2)[CH:14]=1, predict the reactants needed to synthesize it. The reactants are: [Cl:1][C:2]1[CH:7]=[C:6]([Cl:8])[CH:5]=[CH:4][C:3]=1[C:9]1[C:10]([C:30]#[N:31])=[C:11]([O:25][CH2:26][CH:27]([CH3:29])[CH3:28])[C:12]2[N:13]([C:15]([C:18]3[CH:19]=[N:20][C:21](F)=[CH:22][CH:23]=3)=[CH:16][N:17]=2)[CH:14]=1.[NH:32]1[CH2:37][CH2:36][O:35][CH2:34][CH2:33]1. (2) Given the product [ClH:12].[NH2:1][C@@H:2]([C:7]([O:9][CH2:14][CH3:15])=[O:8])[CH2:3][CH2:4][CH2:5][CH3:6], predict the reactants needed to synthesize it. The reactants are: [NH2:1][C@@H:2]([C:7]([OH:9])=[O:8])[CH2:3][CH2:4][CH2:5][CH3:6].S(Cl)([Cl:12])=O.[CH2:14](O)[CH3:15].